Dataset: Catalyst prediction with 721,799 reactions and 888 catalyst types from USPTO. Task: Predict which catalyst facilitates the given reaction. Reactant: [Cl:1][C:2]1[CH:7]=[CH:6][C:5]([C:8](=[O:18])[NH:9][CH2:10][C:11]2[CH:16]=[CH:15][CH:14]=[C:13]([Cl:17])[CH:12]=2)=[CH:4][C:3]=1[NH:19][C:20]([C:22]1[C:35](=[O:36])[NH:34][C:25]2[N:26]=[C:27](S(C)(=O)=O)[N:28]=[CH:29][C:24]=2[CH:23]=1)=[O:21].[NH2:37][CH2:38][CH2:39][OH:40]. Product: [Cl:1][C:2]1[CH:7]=[CH:6][C:5]([C:8](=[O:18])[NH:9][CH2:10][C:11]2[CH:16]=[CH:15][CH:14]=[C:13]([Cl:17])[CH:12]=2)=[CH:4][C:3]=1[NH:19][C:20]([C:22]1[C:35](=[O:36])[NH:34][C:25]2[N:26]=[C:27]([NH:37][CH2:38][CH2:39][OH:40])[N:28]=[CH:29][C:24]=2[CH:23]=1)=[O:21]. The catalyst class is: 9.